Task: Predict the product of the given reaction.. Dataset: Forward reaction prediction with 1.9M reactions from USPTO patents (1976-2016) (1) Given the reactants C1CCC(N=C=NC2CCCCC2)CC1.[OH:16][C:17]([CH:19]([C:21]1[CH:30]=[CH:29][C:24]([CH2:25][CH:26]([CH3:28])[CH3:27])=[CH:23][CH:22]=1)[CH3:20])=[O:18].O[C:32]1[CH:52]=[CH:51][C:35]([C:36]([O:38][CH:39]2[CH2:44][O:43][CH:42]([C:45]3[CH:50]=[CH:49][CH:48]=[CH:47][CH:46]=3)[O:41][CH2:40]2)=[O:37])=[CH:34][CH:33]=1, predict the reaction product. The product is: [CH2:25]([C:24]1[CH:23]=[CH:22][C:21]([CH:19]([CH3:20])[C:17]([O:16][C:32]2[CH:52]=[CH:51][C:35]([C:36]([O:38][CH:39]3[CH2:44][O:43][CH:42]([C:45]4[CH:50]=[CH:49][CH:48]=[CH:47][CH:46]=4)[O:41][CH2:40]3)=[O:37])=[CH:34][CH:33]=2)=[O:18])=[CH:30][CH:29]=1)[CH:26]([CH3:27])[CH3:28]. (2) Given the reactants [CH2:1]([O:3][C:4]1[CH:5]=[C:6]([NH:13][CH2:14][CH2:15][C:16]2[CH:21]=[CH:20][C:19]([C:22]([F:25])([F:24])[F:23])=[CH:18][CH:17]=2)[CH:7]=[CH:8][C:9]=1[O:10][CH2:11][CH3:12])[CH3:2].C(OC([NH:33][CH:34]([C:38]1[CH:43]=[CH:42][CH:41]=[CH:40][CH:39]=1)[C:35](O)=[O:36])=O)(C)(C)C, predict the reaction product. The product is: [NH2:33][CH:34]([C:38]1[CH:43]=[CH:42][CH:41]=[CH:40][CH:39]=1)[C:35]([N:13]([C:6]1[CH:7]=[CH:8][C:9]([O:10][CH2:11][CH3:12])=[C:4]([O:3][CH2:1][CH3:2])[CH:5]=1)[CH2:14][CH2:15][C:16]1[CH:17]=[CH:18][C:19]([C:22]([F:23])([F:24])[F:25])=[CH:20][CH:21]=1)=[O:36]. (3) Given the reactants [N:1]12[CH2:7][C:4]([C:8]([C:16]3[CH:21]=[CH:20][CH:19]=[CH:18][CH:17]=3)([C:10]3[CH:15]=[CH:14][CH:13]=[CH:12][CH:11]=3)[OH:9])([CH2:5][CH2:6]1)[CH2:3][CH2:2]2.[Br:22]C[C:24]1[CH:29]=[CH:28][C:27]([N+:30]([O-:32])=[O:31])=[CH:26][CH:25]=1, predict the reaction product. The product is: [Br-:22].[OH:9][C:8]([C:16]1[CH:21]=[CH:20][CH:19]=[CH:18][CH:17]=1)([C:10]1[CH:15]=[CH:14][CH:13]=[CH:12][CH:11]=1)[C:4]12[CH2:7][N+:1]([CH2:3][CH2:4][CH2:8][O:9][C:24]3[CH:25]=[CH:26][C:27]([N+:30]([O-:32])=[O:31])=[CH:28][CH:29]=3)([CH2:6][CH2:5]1)[CH2:2][CH2:3]2. (4) Given the reactants F[C:2]1[C:3]([N+:11]([O-:13])=[O:12])=[C:4]([CH:7]=[C:8]([F:10])[CH:9]=1)[C:5]#[N:6].[CH:14]1([C:17]2[NH:21][N:20]=[C:19]([NH2:22])[CH:18]=2)[CH2:16][CH2:15]1.CCN(C(C)C)C(C)C, predict the reaction product. The product is: [CH:14]1([C:17]2[NH:21][N:20]=[C:19]([NH:22][C:2]3[C:3]([N+:11]([O-:13])=[O:12])=[C:4]([CH:7]=[C:8]([F:10])[CH:9]=3)[C:5]#[N:6])[CH:18]=2)[CH2:16][CH2:15]1. (5) Given the reactants Br[C:2]1[CH:11]=[C:10]([S:12]([N:15]([C:28]2[N:29]=[CH:30][C:31]3[C:36]([C:37]=2[CH:38]2[CH2:40][CH2:39]2)=[CH:35][CH:34]=[CH:33][CH:32]=3)[CH2:16][C:17]2[CH:22]=[CH:21][C:20]([O:23][C:24]([F:27])([F:26])[F:25])=[CH:19][CH:18]=2)(=[O:14])=[O:13])[CH:9]=[CH:8][C:3]=1[C:4]([O:6][CH3:7])=[O:5].[C:41](B1OC(C)(C)C(C)(C)O1)([CH3:43])=[CH2:42], predict the reaction product. The product is: [CH:38]1([C:37]2[C:36]3[C:31](=[CH:32][CH:33]=[CH:34][CH:35]=3)[CH:30]=[N:29][C:28]=2[N:15]([CH2:16][C:17]2[CH:22]=[CH:21][C:20]([O:23][C:24]([F:27])([F:26])[F:25])=[CH:19][CH:18]=2)[S:12]([C:10]2[CH:9]=[CH:8][C:3]([C:4]([O:6][CH3:7])=[O:5])=[C:2]([C:41]([CH3:43])=[CH2:42])[CH:11]=2)(=[O:14])=[O:13])[CH2:40][CH2:39]1.